From a dataset of Cav3 T-type calcium channel HTS with 100,875 compounds. Binary Classification. Given a drug SMILES string, predict its activity (active/inactive) in a high-throughput screening assay against a specified biological target. (1) The compound is O=C(C1CCN(CC1)Cc1ccccc1)C. The result is 0 (inactive). (2) The compound is O=c1[nH]c(=O)n(c2nc(n(CCCc3ccccc3)c12)NCCC)C. The result is 0 (inactive).